Dataset: Forward reaction prediction with 1.9M reactions from USPTO patents (1976-2016). Task: Predict the product of the given reaction. (1) Given the reactants [CH3:1][C:2]1[CH:3]=[CH:4][C:5]2[O:9][N:8]([C:10]([C:23]3[CH:28]=[CH:27][CH:26]=[CH:25][CH:24]=3)([C:17]3[CH:22]=[CH:21][CH:20]=[CH:19][CH:18]=3)[C:11]3[CH:16]=[CH:15][CH:14]=[CH:13][CH:12]=3)[C:7](=[O:29])[C:6]=2[CH:30]=1.C1C(=O)N([Br:38])C(=O)C1.O, predict the reaction product. The product is: [Br:38][CH2:1][C:2]1[CH:3]=[CH:4][C:5]2[O:9][N:8]([C:10]([C:17]3[CH:22]=[CH:21][CH:20]=[CH:19][CH:18]=3)([C:23]3[CH:24]=[CH:25][CH:26]=[CH:27][CH:28]=3)[C:11]3[CH:16]=[CH:15][CH:14]=[CH:13][CH:12]=3)[C:7](=[O:29])[C:6]=2[CH:30]=1. (2) Given the reactants Cl[C:2]1[CH:7]=[C:6]([N:8]([CH2:17][O:18][CH2:19][CH2:20][Si:21]([CH3:24])([CH3:23])[CH3:22])[CH2:9][O:10][CH2:11][CH2:12][Si:13]([CH3:16])([CH3:15])[CH3:14])[N:5]2[N:25]=[CH:26][C:27]([C:28]3[CH:29]=[N:30][C:31]4[C:36]([CH:37]=3)=[CH:35][CH:34]=[CH:33][CH:32]=4)=[C:4]2[N:3]=1.CC1(C)C(C)(C)OB([C:46]2[CH2:51][CH2:50][N:49]([C:52]([O:54][C:55]([CH3:58])([CH3:57])[CH3:56])=[O:53])[CH2:48][CH:47]=2)O1.[O-]P([O-])([O-])=O.[K+].[K+].[K+].C(Cl)Cl, predict the reaction product. The product is: [CH3:14][Si:13]([CH3:16])([CH3:15])[CH2:12][CH2:11][O:10][CH2:9][N:8]([CH2:17][O:18][CH2:19][CH2:20][Si:21]([CH3:24])([CH3:23])[CH3:22])[C:6]1[N:5]2[N:25]=[CH:26][C:27]([C:28]3[CH:29]=[N:30][C:31]4[C:36]([CH:37]=3)=[CH:35][CH:34]=[CH:33][CH:32]=4)=[C:4]2[N:3]=[C:2]([C:46]2[CH2:51][CH2:50][N:49]([C:52]([O:54][C:55]([CH3:58])([CH3:57])[CH3:56])=[O:53])[CH2:48][CH:47]=2)[CH:7]=1. (3) Given the reactants [NH2:1][C:2]1[CH:3]=[C:4]([CH:17]([CH3:24])[CH2:18][C:19]([O:21]CC)=[O:20])[CH:5]=[CH:6][C:7]=1[N:8]([CH2:13][CH:14]([CH3:16])[CH3:15])[CH2:9][CH:10]([CH3:12])[CH3:11].[CH3:25][C:26]1[CH:30]=[C:29]([NH2:31])[O:28][N:27]=1.N[C:33](N)=[O:34], predict the reaction product. The product is: [CH2:13]([N:8]([CH2:9][CH:10]([CH3:12])[CH3:11])[C:7]1[CH:6]=[CH:5][C:4]([CH:17]([CH3:24])[CH2:18][C:19]([OH:21])=[O:20])=[CH:3][C:2]=1[NH:1][C:33]([NH:31][C:29]1[O:28][N:27]=[C:26]([CH3:25])[CH:30]=1)=[O:34])[CH:14]([CH3:15])[CH3:16]. (4) Given the reactants Br[C:2]1[CH:3]=[CH:4][C:5]2[NH:6][C:7]3[C:12]([C:13]=2[CH:14]=1)=[CH:11][CH:10]=[CH:9][CH:8]=3.[CH:15]1[C:23]2[C:22]3[CH:24]=[CH:25][CH:26]=[CH:27][C:21]=3[O:20][C:19]=2[C:18](B(O)O)=[CH:17][CH:16]=1.C1(C)C=CC=CC=1P(C1C=CC=CC=1C)C1C=CC=CC=1C.C(=O)([O-])[O-].[K+].[K+], predict the reaction product. The product is: [CH:15]1[C:23]2[C:22]3[CH:24]=[CH:25][CH:26]=[CH:27][C:21]=3[O:20][C:19]=2[C:18]([C:2]2[CH:3]=[CH:4][C:5]3[NH:6][C:7]4[C:12]([C:13]=3[CH:14]=2)=[CH:11][CH:10]=[CH:9][CH:8]=4)=[CH:17][CH:16]=1. (5) The product is: [F:13][C:14]1[CH:19]=[CH:18][C:17]([C:20]2[C:29]3[CH2:28][CH2:27][CH2:26][NH:25][C:24]=3[N:23]=[C:22]([CH:31]([CH3:32])[CH3:33])[C:21]=2[C:34]([O:36][CH3:37])=[O:35])=[CH:16][CH:15]=1. Given the reactants COCCO[AlH2-]OCCOC.[Na+].[F:13][C:14]1[CH:19]=[CH:18][C:17]([C:20]2[C:29]3[CH2:28][CH2:27][C:26](=O)[NH:25][C:24]=3[N:23]=[C:22]([CH:31]([CH3:33])[CH3:32])[C:21]=2[C:34]([O:36][CH3:37])=[O:35])=[CH:16][CH:15]=1, predict the reaction product.